Dataset: Reaction yield outcomes from USPTO patents with 853,638 reactions. Task: Predict the reaction yield, written as a fraction of the theoretical maximum amount of product (1.0 means a 100% yield; for example, 0.34 means a 34% yield). (1) The reactants are [NH2:1][C:2]1[CH:3]=[C:4]([CH:21]=[CH:22][CH:23]=1)[O:5][C:6]1[CH:7]=[CH:8][C:9]2[N:10]([CH:12]=[C:13]([NH:15][C:16]([CH:18]3[CH2:20][CH2:19]3)=[O:17])[N:14]=2)[N:11]=1.[OH:24][C:25]([CH3:31])([CH3:30])[CH2:26][C:27](O)=[O:28].Cl.CN(C)CCCN=C=NCC.ON1C2C=CC=CC=2N=N1.C(N(CC)CC)C. The catalyst is CN(C)C=O. The product is [OH:24][C:25]([CH3:31])([CH3:30])[CH2:26][C:27]([NH:1][C:2]1[CH:3]=[C:4]([CH:21]=[CH:22][CH:23]=1)[O:5][C:6]1[CH:7]=[CH:8][C:9]2[N:10]([CH:12]=[C:13]([NH:15][C:16]([CH:18]3[CH2:20][CH2:19]3)=[O:17])[N:14]=2)[N:11]=1)=[O:28]. The yield is 0.160. (2) The reactants are Br[C:2]1[N:10]([CH2:11][CH2:12][CH:13]([CH3:15])[CH3:14])[C:9]2[C:8](=[O:16])[N:7]([CH2:17][CH2:18][CH2:19][O:20][Si:21]([C:24]([CH3:27])([CH3:26])[CH3:25])([CH3:23])[CH3:22])[C:6](=[O:28])[N:5]([CH3:29])[C:4]=2[N:3]=1.[Cl:30][C:31]1[CH:32]=[C:33]([OH:37])[CH:34]=[CH:35][CH:36]=1.C(=O)([O-])[O-].[K+].[K+]. The catalyst is CN(C=O)C.O. The product is [Si:21]([O:20][CH2:19][CH2:18][CH2:17][N:7]1[C:8](=[O:16])[C:9]2[N:10]([CH2:11][CH2:12][CH:13]([CH3:15])[CH3:14])[C:2]([O:37][C:33]3[CH:34]=[CH:35][CH:36]=[C:31]([Cl:30])[CH:32]=3)=[N:3][C:4]=2[N:5]([CH3:29])[C:6]1=[O:28])([C:24]([CH3:27])([CH3:26])[CH3:25])([CH3:23])[CH3:22]. The yield is 1.00. (3) The reactants are [CH3:1][O:2][C:3](=[O:20])[CH2:4][C:5]1[CH:10]=[CH:9][C:8]([N+:11]([O-:13])=[O:12])=[C:7]([O:14][CH2:15][C:16]([F:19])([F:18])[F:17])[CH:6]=1.Br[CH2:22][CH:23]1[CH2:26][CH2:25][CH2:24]1.[OH-].[K+].O. The catalyst is CS(C)=O. The product is [CH3:1][O:2][C:3](=[O:20])[CH:4]([C:5]1[CH:10]=[CH:9][C:8]([N+:11]([O-:13])=[O:12])=[C:7]([O:14][CH2:15][C:16]([F:17])([F:19])[F:18])[CH:6]=1)[CH2:22][CH:23]1[CH2:26][CH2:25][CH2:24]1. The yield is 0.400. (4) The reactants are [CH3:1][C:2]1[CH:3]=[C:4]2[C:8](=[CH:9][CH:10]=1)[NH:7][CH:6]=[C:5]2/[CH:11]=[CH:12]/[C:13]([OH:15])=[O:14].[C:16](O[C:16]([O:18][C:19]([CH3:22])([CH3:21])[CH3:20])=[O:17])([O:18][C:19]([CH3:22])([CH3:21])[CH3:20])=[O:17]. The catalyst is CC#N.C1COCC1.O.CN(C1C=CN=CC=1)C. The product is [C:19]([O:18][C:16]([N:7]1[C:8]2[C:4](=[CH:3][C:2]([CH3:1])=[CH:10][CH:9]=2)[C:5](/[CH:11]=[CH:12]/[C:13]([OH:15])=[O:14])=[CH:6]1)=[O:17])([CH3:22])([CH3:21])[CH3:20]. The yield is 0.970.